This data is from Retrosynthesis with 50K atom-mapped reactions and 10 reaction types from USPTO. The task is: Predict the reactants needed to synthesize the given product. (1) The reactants are: Cc1nc2c3ccccc3ccn2c1CC#N.[N-]=[N+]=[N-]. Given the product Cc1nc2c3ccccc3ccn2c1Cc1nnn[nH]1, predict the reactants needed to synthesize it. (2) Given the product Cn1cc2ccc3c(=O)c(-c4ccc(C5(N)CCC5)cc4)c(-c4ccccc4)oc3c2n1, predict the reactants needed to synthesize it. The reactants are: Cn1cc2ccc3c(=O)c(-c4ccc(C5(NC(=O)OC(C)(C)C)CCC5)cc4)c(-c4ccccc4)oc3c2n1. (3) Given the product CS(=O)(=O)c1ccc([C@@H](CC2CCCC2)C(=O)Nc2cnc(-c3ccco3)cn2)cc1Cl, predict the reactants needed to synthesize it. The reactants are: CS(=O)(=O)c1ccc([C@@H](CC2CCCC2)C(=O)O)cc1Cl.Nc1cnc(-c2ccco2)cn1. (4) The reactants are: NC(=O)c1cnc(Nc2ccccn2)cc1N[C@@H]1CCN(c2ncc(Br)cn2)C[C@@H]1F.[C-]#N. Given the product N#Cc1cnc(N2CC[C@@H](Nc3cc(Nc4ccccn4)ncc3C(N)=O)[C@@H](F)C2)nc1, predict the reactants needed to synthesize it. (5) Given the product c1cnc2cc3c(cc2n1)CCNCC3, predict the reactants needed to synthesize it. The reactants are: CC(C)(C)OC(=O)N1CCc2cc3nccnc3cc2CC1. (6) Given the product COc1c(F)c(NCc2ccccc2)c(F)c(OC)c1C(=O)O, predict the reactants needed to synthesize it. The reactants are: COC(=O)c1c(OC)c(F)c(NCc2ccccc2)c(F)c1OC. (7) Given the product CC1(C)C=Cc2cccc(CN3CCC4(CC3)CCN(C(=O)c3ccnnc3N)CC4)c2O1, predict the reactants needed to synthesize it. The reactants are: CC1(C)C=Cc2cccc(CN3CCC4(CCNCC4)CC3)c2O1.Nc1nnccc1C(=O)O. (8) Given the product Cc1ccc(NC(=O)c2cc(Cl)cc(S(F)(F)(F)(F)F)c2)cc1-n1ccn2nc(-c3cccnc3)cc12, predict the reactants needed to synthesize it. The reactants are: Cc1ccc(N)cc1-n1ccn2nc(-c3cccnc3)cc12.O=C(O)c1cc(Cl)cc(S(F)(F)(F)(F)F)c1. (9) Given the product O=C(c1ccc2c(c1)CCO2)c1cc(Br)ccc1Cl, predict the reactants needed to synthesize it. The reactants are: O=C(Cl)c1cc(Br)ccc1Cl.c1ccc2c(c1)CCO2. (10) Given the product C[C@H]1CN(Cc2ccc(N(C)C(=O)c3ccc(-c4ccccn4)cc3)cc2)CCN1C(=O)OC(C)(C)C, predict the reactants needed to synthesize it. The reactants are: CNc1ccc(CN2CCN(C(=O)OC(C)(C)C)[C@@H](C)C2)cc1.O=C(O)c1ccc(-c2ccccn2)cc1.